This data is from Forward reaction prediction with 1.9M reactions from USPTO patents (1976-2016). The task is: Predict the product of the given reaction. (1) Given the reactants C([O:8][C:9]1[CH:14]=[CH:13][C:12]([N:15]2[CH2:20][CH2:19][O:18][CH:17]([C:21]3[CH:26]=[CH:25][CH:24]=[CH:23][CH:22]=3)[CH2:16]2)=[CH:11][CH:10]=1)C1C=CC=CC=1, predict the reaction product. The product is: [C:21]1([CH:17]2[O:18][CH2:19][CH2:20][N:15]([C:12]3[CH:11]=[CH:10][C:9]([OH:8])=[CH:14][CH:13]=3)[CH2:16]2)[CH:22]=[CH:23][CH:24]=[CH:25][CH:26]=1. (2) Given the reactants Cl[C:2]1[C:3]2[CH:10]=[CH:9][N:8]([C@H:11]3[C@@H:15]4[O:16][C:17]([CH3:20])([CH3:19])[O:18][C@@H:14]4[C@@H:13]([CH2:21][OH:22])[O:12]3)[C:4]=2[N:5]=[CH:6][N:7]=1.C(N(C(C)C)CC)(C)C.[NH2:32][C@@H:33]1[C:41]2[C:36](=[CH:37][CH:38]=[CH:39][CH:40]=2)[CH2:35][CH2:34]1, predict the reaction product. The product is: [C@@H:33]1([NH:32][C:2]2[C:3]3[CH:10]=[CH:9][N:8]([C@H:11]4[C@@H:15]5[O:16][C:17]([CH3:20])([CH3:19])[O:18][C@@H:14]5[C@@H:13]([CH2:21][OH:22])[O:12]4)[C:4]=3[N:5]=[CH:6][N:7]=2)[C:41]2[C:36](=[CH:37][CH:38]=[CH:39][CH:40]=2)[CH2:35][CH2:34]1.